Dataset: NCI-60 drug combinations with 297,098 pairs across 59 cell lines. Task: Regression. Given two drug SMILES strings and cell line genomic features, predict the synergy score measuring deviation from expected non-interaction effect. (1) Drug 1: C1=CC(=CC=C1CC(C(=O)O)N)N(CCCl)CCCl.Cl. Drug 2: C1CC(C1)(C(=O)O)C(=O)O.[NH2-].[NH2-].[Pt+2]. Cell line: RPMI-8226. Synergy scores: CSS=51.5, Synergy_ZIP=-5.19, Synergy_Bliss=-3.47, Synergy_Loewe=-5.78, Synergy_HSA=-4.52. (2) Drug 1: CC(CN1CC(=O)NC(=O)C1)N2CC(=O)NC(=O)C2. Drug 2: CS(=O)(=O)CCNCC1=CC=C(O1)C2=CC3=C(C=C2)N=CN=C3NC4=CC(=C(C=C4)OCC5=CC(=CC=C5)F)Cl. Cell line: ACHN. Synergy scores: CSS=33.6, Synergy_ZIP=-4.01, Synergy_Bliss=-1.80, Synergy_Loewe=0.169, Synergy_HSA=1.33. (3) Drug 1: C1CCC(CC1)NC(=O)N(CCCl)N=O. Drug 2: CC1=C(C(CCC1)(C)C)C=CC(=CC=CC(=CC(=O)O)C)C. Cell line: HCC-2998. Synergy scores: CSS=0.793, Synergy_ZIP=-0.523, Synergy_Bliss=2.59, Synergy_Loewe=0.494, Synergy_HSA=-0.0304. (4) Drug 1: C1CC(=O)NC(=O)C1N2CC3=C(C2=O)C=CC=C3N. Drug 2: CS(=O)(=O)CCNCC1=CC=C(O1)C2=CC3=C(C=C2)N=CN=C3NC4=CC(=C(C=C4)OCC5=CC(=CC=C5)F)Cl. Cell line: M14. Synergy scores: CSS=1.12, Synergy_ZIP=0.723, Synergy_Bliss=1.72, Synergy_Loewe=-1.04, Synergy_HSA=-1.63.